From a dataset of Reaction yield outcomes from USPTO patents with 853,638 reactions. Predict the reaction yield, written as a fraction of the theoretical maximum amount of product (1.0 means a 100% yield; for example, 0.34 means a 34% yield). (1) The reactants are [O:1]1[C:5]2=[N:6][CH:7]=[CH:8][CH:9]=[C:4]2[CH2:3][C@@:2]21[CH:14]1[CH2:15][CH2:16][N:11]([CH2:12][CH2:13]1)[CH2:10]2.[N+:17]([O-])([OH:19])=[O:18].O.C(=O)([O-])[O-].[K+].[K+]. The catalyst is S(=O)(=O)(O)O. The product is [N+:17]([C:8]1[CH:9]=[C:4]2[CH2:3][C@:2]3([CH:14]4[CH2:13][CH2:12][N:11]([CH2:16][CH2:15]4)[CH2:10]3)[O:1][C:5]2=[N:6][CH:7]=1)([O-:19])=[O:18]. The yield is 0.980. (2) The reactants are [O:1]1[CH2:6][CH2:5][N:4]([C:7]2[N:12]=[C:11]([N:13]3[CH2:18][CH2:17][O:16][CH2:15][CH2:14]3)[N:10]=[C:9]([C:19]3[CH:24]=[CH:23][C:22]([NH:25][C:26](=[O:37])[NH:27][C:28]4[CH:36]=[CH:35][C:31]([C:32]([OH:34])=O)=[CH:30][CH:29]=4)=[CH:21][CH:20]=3)[N:8]=2)[CH2:3][CH2:2]1.CCN(C(C)C)C(C)C.CN(C(ON1N=NC2C=CC=CC1=2)=[N+](C)C)C.F[P-](F)(F)(F)(F)F.[N:71]12[CH2:78][CH2:77][CH:74]([CH2:75][CH2:76]1)[CH:73]([NH2:79])[CH2:72]2. The catalyst is CN1C(=O)CCC1. The product is [O:16]1[CH2:15][CH2:14][N:13]([C:11]2[N:12]=[C:7]([N:4]3[CH2:3][CH2:2][O:1][CH2:6][CH2:5]3)[N:8]=[C:9]([C:19]3[CH:20]=[CH:21][C:22]([NH:25][C:26](=[O:37])[NH:27][C:28]4[CH:36]=[CH:35][C:31]([C:32]([NH:79][CH:73]5[CH:74]6[CH2:77][CH2:78][N:71]([CH2:76][CH2:75]6)[CH2:72]5)=[O:34])=[CH:30][CH:29]=4)=[CH:23][CH:24]=3)[N:10]=2)[CH2:18][CH2:17]1. The yield is 0.400. (3) The reactants are CCCC[N+](CCCC)(CCCC)CCCC.[F-].[Si]([O:26][CH2:27][CH2:28][CH2:29][N:30]1[C:39]2[C:34](=[CH:35][CH:36]=[CH:37][CH:38]=2)[CH2:33][CH:32]([NH:40][C:41]([C:43]2[NH:47][C:46]3[S:48][C:49]([Cl:51])=[CH:50][C:45]=3[CH:44]=2)=[O:42])[C:31]1=[O:52])(C(C)(C)C)(C)C. The catalyst is C1COCC1. The product is [Cl:51][C:49]1[S:48][C:46]2[NH:47][C:43]([C:41]([NH:40][CH:32]3[CH2:33][C:34]4[C:39](=[CH:38][CH:37]=[CH:36][CH:35]=4)[N:30]([CH2:29][CH2:28][CH2:27][OH:26])[C:31]3=[O:52])=[O:42])=[CH:44][C:45]=2[CH:50]=1. The yield is 0.860. (4) The reactants are [CH3:1][CH:2]([CH3:36])[CH:3]([NH:8][C:9]([C:11]1[O:15][N:14]=[C:13]([C:16]2[CH:21]=[CH:20][C:19]([NH:22][C:23]([NH:25][C:26]3[CH:31]=[CH:30][C:29]([C:32]([F:35])([F:34])[F:33])=[CH:28][CH:27]=3)=[O:24])=[CH:18][CH:17]=2)[CH:12]=1)=[O:10])[C:4]([O:6]C)=[O:5].O.[OH-].[Li+].Cl. The catalyst is C1COCC1. The product is [CH3:1][CH:2]([CH3:36])[CH:3]([NH:8][C:9]([C:11]1[O:15][N:14]=[C:13]([C:16]2[CH:17]=[CH:18][C:19]([NH:22][C:23]([NH:25][C:26]3[CH:27]=[CH:28][C:29]([C:32]([F:34])([F:33])[F:35])=[CH:30][CH:31]=3)=[O:24])=[CH:20][CH:21]=2)[CH:12]=1)=[O:10])[C:4]([OH:6])=[O:5]. The yield is 0.760.